This data is from Orexin1 receptor HTS with 218,158 compounds and 233 confirmed actives. The task is: Binary Classification. Given a drug SMILES string, predict its activity (active/inactive) in a high-throughput screening assay against a specified biological target. The result is 1 (active). The compound is O(c1c(C(=O)NCCNC(=O)c2c(OCC)cccc2)cccc1)CC.